From a dataset of Reaction yield outcomes from USPTO patents with 853,638 reactions. Predict the reaction yield, written as a fraction of the theoretical maximum amount of product (1.0 means a 100% yield; for example, 0.34 means a 34% yield). (1) The reactants are N1C=CC=CC=1.[CH2:7]([C:9]([C:34]1[CH:39]=[CH:38][C:37]([OH:40])=[C:36]([CH3:41])[CH:35]=1)([C:12]1[CH:17]=[CH:16][C:15]([C:18]#[C:19][C:20]([O:29][CH2:30][O:31][CH3:32])([C:25]([F:28])([F:27])[F:26])[C:21]([F:24])([F:23])[F:22])=[C:14]([CH3:33])[CH:13]=1)[CH2:10][CH3:11])[CH3:8].[F:42][C:43]([F:56])([F:55])[S:44](O[S:44]([C:43]([F:56])([F:55])[F:42])(=[O:46])=[O:45])(=[O:46])=[O:45].O. The catalyst is ClCCl. The product is [CH2:7]([C:9]([C:34]1[CH:39]=[CH:38][C:37]([O:40][S:44]([C:43]([F:56])([F:55])[F:42])(=[O:46])=[O:45])=[C:36]([CH3:41])[CH:35]=1)([C:12]1[CH:17]=[CH:16][C:15]([C:18]#[C:19][C:20]([O:29][CH2:30][O:31][CH3:32])([C:25]([F:26])([F:27])[F:28])[C:21]([F:24])([F:23])[F:22])=[C:14]([CH3:33])[CH:13]=1)[CH2:10][CH3:11])[CH3:8]. The yield is 0.860. (2) The reactants are [CH2:1]([N:3]([CH2:18][CH3:19])[C:4]1[CH:5]=[C:6]2[C:10](=[CH:11][CH:12]=1)[NH:9][C:8]([C:13]([O:15]CC)=[O:14])=[CH:7]2)[CH3:2].[Li+].[OH-].Cl. The catalyst is C1COCC1.CO.O. The product is [CH2:18]([N:3]([CH2:1][CH3:2])[C:4]1[CH:5]=[C:6]2[C:10](=[CH:11][CH:12]=1)[NH:9][C:8]([C:13]([OH:15])=[O:14])=[CH:7]2)[CH3:19]. The yield is 0.760. (3) The reactants are [CH2:1]([O:8][C:9]([NH:11][C@H:12]([CH3:20])[C:13]([CH3:19])([CH3:18])[C:14]([O:16]C)=[O:15])=[O:10])[C:2]1[CH:7]=[CH:6][CH:5]=[CH:4][CH:3]=1.[OH-].[K+]. The catalyst is CO. The product is [CH2:1]([O:8][C:9]([NH:11][C@H:12]([CH3:20])[C:13]([CH3:19])([CH3:18])[C:14]([OH:16])=[O:15])=[O:10])[C:2]1[CH:3]=[CH:4][CH:5]=[CH:6][CH:7]=1. The yield is 0.569. (4) The reactants are C([O:3][C:4](=O)/[CH:5]=[CH:6]/[C:7]1[C:8]([CH3:21])=[N:9][C:10]([S:19][CH3:20])=[N:11][C:12]=1[NH:13][CH:14]1[CH2:18][CH2:17][O:16][CH2:15]1)C.C1CCN2C(=NCCC2)CC1. The catalyst is CCN(C(C)C)C(C)C. The product is [CH3:21][C:8]1[C:7]2[CH:6]=[CH:5][C:4](=[O:3])[N:13]([CH:14]3[CH2:18][CH2:17][O:16][CH2:15]3)[C:12]=2[N:11]=[C:10]([S:19][CH3:20])[N:9]=1. The yield is 0.670. (5) The reactants are C([O:3][C:4]([CH:6]1[CH2:11][CH2:10][CH:9]([N:12]2[C:17]3=[N:18][C:19]([NH:22][CH3:23])=[N:20][CH:21]=[C:16]3[CH2:15][N:14]([C:24]3[C:29]([F:30])=[C:28]([O:31][CH3:32])[CH:27]=[C:26]([O:33][CH3:34])[C:25]=3[F:35])[C:13]2=[O:36])[CH2:8][CH2:7]1)=[O:5])C.CO.[OH-].[Na+]. The catalyst is O. The product is [F:35][C:25]1[C:26]([O:33][CH3:34])=[CH:27][C:28]([O:31][CH3:32])=[C:29]([F:30])[C:24]=1[N:14]1[CH2:15][C:16]2[C:17](=[N:18][C:19]([NH:22][CH3:23])=[N:20][CH:21]=2)[N:12]([CH:9]2[CH2:10][CH2:11][CH:6]([C:4]([OH:5])=[O:3])[CH2:7][CH2:8]2)[C:13]1=[O:36]. The yield is 0.630. (6) The reactants are [C:1](/[C:3](=[CH:9]/[C:10]1[CH:15]=[CH:14][C:13]([C:16]2[N:20]=[CH:19][N:18]([C:21]3[CH:26]=[CH:25][C:24]([O:27][C:28]([F:31])([F:30])[F:29])=[CH:23][CH:22]=3)[N:17]=2)=[CH:12][CH:11]=1)/[C:4]([O:6]CC)=[O:5])#[N:2].[OH-].[Li+]. The catalyst is O1CCCC1.CO.O. The product is [C:1](/[C:3](=[CH:9]/[C:10]1[CH:11]=[CH:12][C:13]([C:16]2[N:20]=[CH:19][N:18]([C:21]3[CH:26]=[CH:25][C:24]([O:27][C:28]([F:29])([F:30])[F:31])=[CH:23][CH:22]=3)[N:17]=2)=[CH:14][CH:15]=1)/[C:4]([OH:6])=[O:5])#[N:2]. The yield is 0.820. (7) The reactants are [CH3:1][C:2]([C:12]1[CH:16]=[C:15]([NH:17][C:18](=[O:34])[C:19]([S:22]([CH2:25][CH:26]2[CH2:31][CH2:30][CH:29]([O:32][CH3:33])[CH2:28][CH2:27]2)(=[O:24])=[O:23])([CH3:21])[CH3:20])[O:14][N:13]=1)([CH3:11])[CH2:3][O:4]C1CCCCO1.CC1C=CC(S(O)(=O)=O)=CC=1. The catalyst is C(Cl)Cl.CCOCC. The product is [OH:4][CH2:3][C:2]([C:12]1[CH:16]=[C:15]([NH:17][C:18](=[O:34])[C:19]([S:22]([CH2:25][CH:26]2[CH2:27][CH2:28][CH:29]([O:32][CH3:33])[CH2:30][CH2:31]2)(=[O:24])=[O:23])([CH3:21])[CH3:20])[O:14][N:13]=1)([CH3:1])[CH3:11]. The yield is 0.380. (8) The reactants are C1(C2C=C(N)ON=2)CC1.[CH:10]([C:13]1[CH:17]=[C:16]([NH:18][C:19](=[O:27])[O:20][C:21]2[CH:26]=[CH:25][CH:24]=[CH:23][CH:22]=2)[O:15][N:14]=1)([CH3:12])[CH3:11]. No catalyst specified. The product is [CH:10]1([C:13]2[CH:17]=[C:16]([NH:18][C:19](=[O:27])[O:20][C:21]3[CH:22]=[CH:23][CH:24]=[CH:25][CH:26]=3)[O:15][N:14]=2)[CH2:12][CH2:11]1. The yield is 0.710.